This data is from Reaction yield outcomes from USPTO patents with 853,638 reactions. The task is: Predict the reaction yield, written as a fraction of the theoretical maximum amount of product (1.0 means a 100% yield; for example, 0.34 means a 34% yield). (1) The reactants are [CH3:1][C@@:2]12[C@@H:10]([C:11]([CH2:13][OH:14])=[O:12])[CH2:9][CH2:8][C@H:7]1[C@@H:6]1[CH2:15][CH2:16][C:17]3[C@@:23]([CH3:24])([C@H:5]1[CH2:4][CH2:3]2)[CH2:22][CH2:21][C:19](=[O:20])[CH:18]=3.[Br:25][CH2:26][CH2:27][CH2:28][CH2:29][CH2:30]Br.[OH-].[K+].[OH-].C([N+](CCCC)(CCCC)CCCC)CCC. The catalyst is ClCCl. The product is [Br:25][CH2:26][CH2:27][CH2:28][CH2:29][CH2:30][O:14][CH2:13][C:11]([CH:10]1[C:2]2([CH3:1])[CH:7]([CH:6]3[CH:5]([CH2:4][CH2:3]2)[C:23]2([CH3:24])[C:17](=[CH:18][C:19](=[O:20])[CH2:21][CH2:22]2)[CH2:16][CH2:15]3)[CH2:8][CH2:9]1)=[O:12]. The yield is 0.430. (2) The reactants are [F:1][C:2]1[CH:10]=[C:9]2[C:5]([C:6]([C:18]3[CH:19]=[CH:20][C:21]4[S:25](=[O:27])(=[O:26])[N:24]([CH:28]5[CH2:32][C:31](=[O:33])[NH:30][CH2:29]5)[CH:23]([CH3:34])[C:22]=4[CH:35]=3)=[CH:7][N:8]2C(OC(C)(C)C)=O)=[CH:4][CH:3]=1.C(O)(C(F)(F)F)=O. The catalyst is C(Cl)Cl. The product is [F:1][C:2]1[CH:10]=[C:9]2[C:5]([C:6]([C:18]3[CH:19]=[CH:20][C:21]4[S:25](=[O:27])(=[O:26])[N:24]([CH:28]5[CH2:29][NH:30][C:31](=[O:33])[CH2:32]5)[CH:23]([CH3:34])[C:22]=4[CH:35]=3)=[CH:7][NH:8]2)=[CH:4][CH:3]=1. The yield is 0.690. (3) The reactants are C(OC([NH:8][C:9]1[CH:14]=[CH:13][CH:12]=[CH:11][C:10]=1[NH:15][C:16]([C:18]1[S:19][C:20]([N:23]2[CH2:27][CH2:26][CH2:25][CH2:24]2)=[CH:21][CH:22]=1)=[O:17])=O)(C)(C)C.Cl. The catalyst is O1CCOCC1. The product is [NH2:8][C:9]1[CH:14]=[CH:13][CH:12]=[CH:11][C:10]=1[NH:15][C:16]([C:18]1[S:19][C:20]([N:23]2[CH2:27][CH2:26][CH2:25][CH2:24]2)=[CH:21][CH:22]=1)=[O:17]. The yield is 0.700. (4) The reactants are [Cl:1][C:2]1[C:7]([CH3:8])=[CH:6][C:5]([OH:9])=[C:4]([CH:10]([CH3:12])[CH3:11])[CH:3]=1.C(=O)([O-])[O-].[K+].[K+].[CH2:19](Br)[CH:20]=[CH2:21].C(OCC=C)C=C. The catalyst is C1(C)C=C(C)C=C(C)C=1. The product is [CH2:21]([C:6]1[C:7]([CH3:8])=[C:2]([Cl:1])[CH:3]=[C:4]([CH:10]([CH3:12])[CH3:11])[C:5]=1[OH:9])[CH:20]=[CH2:19]. The yield is 0.730. (5) The reactants are [O:1]=[C:2]([N:26]1[CH2:31][CH2:30][CH:29]([O:32][C:33]2[CH:38]=[CH:37][CH:36]=[C:35]([C:39]([F:42])([F:41])[F:40])[CH:34]=2)[CH2:28][CH2:27]1)[CH2:3][NH:4][C:5]([C:7]1[CH:11]=[C:10]([C:12]2[CH:17]=[CH:16][CH:15]=[CH:14][C:13]=2[O:18]CC2C=CC=CC=2)[O:9][N:8]=1)=[O:6].ClC1C=CC=CC=1OC1CCN(C(=O)CNC(C2C=C(C3C=CC=CC=3OCC3C=CC=CC=3)ON=2)=O)CC1. The catalyst is CO.[Pd]. The product is [O:1]=[C:2]([N:26]1[CH2:31][CH2:30][CH:29]([O:32][C:33]2[CH:38]=[CH:37][CH:36]=[C:35]([C:39]([F:40])([F:41])[F:42])[CH:34]=2)[CH2:28][CH2:27]1)[CH2:3][NH:4][C:5]([C:7]1[CH:11]=[C:10]([C:12]2[CH:17]=[CH:16][CH:15]=[CH:14][C:13]=2[OH:18])[O:9][N:8]=1)=[O:6]. The yield is 0.191. (6) The reactants are [Br:1][C:2]1[CH:10]=[CH:9][C:5]([C:6](O)=[O:7])=[CH:4][CH:3]=1.O=S(Cl)[Cl:13]. No catalyst specified. The product is [Br:1][C:2]1[CH:10]=[CH:9][C:5]([C:6]([Cl:13])=[O:7])=[CH:4][CH:3]=1. The yield is 0.973. (7) The reactants are CS(O[CH2:6][C@@H:7]([NH:9][C:10]([O:12][C:13]([CH3:16])([CH3:15])[CH3:14])=[O:11])[CH3:8])(=O)=O.[CH3:17][SH:18].[Na]. The catalyst is C(O)C. The product is [CH3:8][C@H:7]([NH:9][C:10](=[O:11])[O:12][C:13]([CH3:14])([CH3:15])[CH3:16])[CH2:6][S:18][CH3:17]. The yield is 0.764. (8) The reactants are [F:1][C:2]1[CH:7]=[CH:6][C:5]([C:8](=O)[CH2:9][C:10]([O:12][CH2:13][CH3:14])=[O:11])=[CH:4][CH:3]=1.[Br-].[Br-].[Br-].C([N+](CCCC)(CCCC)CCCC)CCC.C([N+](CCCC)(CCCC)CCCC)CCC.C([N+](CCCC)(CCCC)CCCC)CCC.[Br:70][C:71]1[CH:72]=[CH:73][C:74]([NH2:77])=[N:75][CH:76]=1. The catalyst is C(Cl)Cl. The product is [Br:70][C:71]1[CH:72]=[CH:73][C:74]2[N:75]([C:9]([C:10]([O:12][CH2:13][CH3:14])=[O:11])=[C:8]([C:5]3[CH:6]=[CH:7][C:2]([F:1])=[CH:3][CH:4]=3)[N:77]=2)[CH:76]=1. The yield is 0.130. (9) The reactants are [Br:1][C:2]1[CH:3]=[C:4]([CH2:14][N:15]([CH3:23])[C:16](=[O:22])[O:17][C:18]([CH3:21])([CH3:20])[CH3:19])[S:5][C:6]=1SC1C=CC=CC=1.Cl[C:25]1[CH:30]=[CH:29][CH:28]=[C:27](C(OO)=O)[CH:26]=1.[S:35]([O-:39])([O-])(=[O:37])=S.[Na+].[Na+]. The catalyst is C(OCC)(=O)C. The product is [Br:1][C:2]1[CH:3]=[C:4]([CH2:14][N:15]([CH3:23])[C:16](=[O:22])[O:17][C:18]([CH3:19])([CH3:20])[CH3:21])[S:5][C:6]=1[S:35]([C:25]1[CH:26]=[CH:27][CH:28]=[CH:29][CH:30]=1)(=[O:39])=[O:37]. The yield is 0.910. (10) The reactants are [NH2:1][CH:2]([CH2:8][C:9]([CH3:11])=[CH2:10])[C:3]([O:5][CH2:6][CH3:7])=[O:4].[Cl:12][C:13]1[CH:18]=[CH:17][C:16]([S:19](Cl)(=[O:21])=[O:20])=[CH:15][CH:14]=1.CCN(CC)CC.Cl. The catalyst is C(Cl)Cl. The product is [Cl:12][C:13]1[CH:18]=[CH:17][C:16]([S:19]([NH:1][CH:2]([CH2:8][C:9]([CH3:11])=[CH2:10])[C:3]([O:5][CH2:6][CH3:7])=[O:4])(=[O:21])=[O:20])=[CH:15][CH:14]=1. The yield is 0.250.